Dataset: Drug-target binding data from BindingDB using IC50 measurements. Task: Regression. Given a target protein amino acid sequence and a drug SMILES string, predict the binding affinity score between them. We predict pIC50 (pIC50 = -log10(IC50 in M); higher means more potent). Dataset: bindingdb_ic50. The small molecule is [O-][n+]1c2ccc(O)cc2[n+]([O-])c2cc(Cl)c(Cl)cc21. The target protein (P52270) has sequence MASKPQPIAAANWKCNGSESLLVPLIETLNAATFDHDVQCVVAPTFLHIPMTKARLTNPKFQIAAQNAITRSGAFTGEVSLQILKDYGISWVVLGHSERRLYYGETNEIVAEKVAQACAAGFHVIVCVGETNEEREAGRTAAVVLTQLAAVAQKLSKEAWSRVVIAYEPVWAIGTGKVATPQQAQEVHELLRRWVRSKLGTDIAAQLRILYGGSVTAKNARTLYQMRDINGFLVGGASLKPEFVEIIEATK. The pIC50 is 4.6.